This data is from Forward reaction prediction with 1.9M reactions from USPTO patents (1976-2016). The task is: Predict the product of the given reaction. Given the reactants [C:1]1([CH2:7][CH2:8][S:9]([N:12]2[CH2:17][CH2:16][CH:15]([CH2:18][NH2:19])[CH2:14][CH2:13]2)(=[O:11])=[O:10])[CH:6]=[CH:5][CH:4]=[CH:3][CH:2]=1.[Cl:20][C:21]1[N:26]=[C:25](Cl)[C:24]([CH3:28])=[CH:23][N:22]=1, predict the reaction product. The product is: [Cl:20][C:21]1[N:26]=[C:25]([NH:19][CH2:18][CH:15]2[CH2:14][CH2:13][N:12]([S:9]([CH2:8][CH2:7][C:1]3[CH:6]=[CH:5][CH:4]=[CH:3][CH:2]=3)(=[O:10])=[O:11])[CH2:17][CH2:16]2)[C:24]([CH3:28])=[CH:23][N:22]=1.